From a dataset of Catalyst prediction with 721,799 reactions and 888 catalyst types from USPTO. Predict which catalyst facilitates the given reaction. (1) Reactant: P(Cl)(Cl)(Cl)=O.CN(C)[CH:8]=[O:9].[CH:11]1([CH2:17][N:18]2[C:26]3[C:21](=[CH:22][CH:23]=[CH:24][C:25]=3[O:27][CH3:28])[CH:20]=[CH:19]2)[CH2:16][CH2:15][CH2:14][CH2:13][CH2:12]1.C(=O)(O)[O-].[Na+]. Product: [CH:11]1([CH2:17][N:18]2[C:26]3[C:21](=[CH:22][CH:23]=[CH:24][C:25]=3[O:27][CH3:28])[C:20]([CH:8]=[O:9])=[CH:19]2)[CH2:12][CH2:13][CH2:14][CH2:15][CH2:16]1. The catalyst class is: 6. (2) Reactant: [CH3:1][O:2][C:3]1[CH:4]=[C:5]([NH:11][CH2:12][C:13]2[CH:21]=[CH:20][C:16]([C:17]([OH:19])=O)=[CH:15][CH:14]=2)[CH:6]=[CH:7][C:8]=1[O:9][CH3:10].Cl.Cl.[NH2:24][C:25]1[C:29]([NH2:30])=[CH:28][S:27][CH:26]=1.F[P-](F)(F)(F)(F)F.N1(O[P+](N(C)C)(N(C)C)N(C)C)C2C=CC=CC=2N=N1.C(N(CC)CC)C. Product: [NH2:30][C:29]1[C:25]([NH:24][C:17](=[O:19])[C:16]2[CH:15]=[CH:14][C:13]([CH2:12][NH:11][C:5]3[CH:6]=[CH:7][C:8]([O:9][CH3:10])=[C:3]([O:2][CH3:1])[CH:4]=3)=[CH:21][CH:20]=2)=[CH:26][S:27][CH:28]=1. The catalyst class is: 23. (3) Reactant: COC1C=CC(C[N:8]2[C:16]3[C:11](=[CH:12][CH:13]=[C:14]([N:17]4[CH2:22][CH2:21][NH:20][CH2:19][CH2:18]4)[CH:15]=3)[C:10]([CH2:23][CH3:24])=[N:9]2)=CC=1.C(Cl)Cl.CO. Product: [CH2:23]([C:10]1[C:11]2[C:16](=[CH:15][C:14]([N:17]3[CH2:18][CH2:19][NH:20][CH2:21][CH2:22]3)=[CH:13][CH:12]=2)[NH:8][N:9]=1)[CH3:24]. The catalyst class is: 484. (4) Reactant: Br[C:2]1[N:6]2[N:7]=[CH:8][C:9]([C:11]([F:14])([F:13])[F:12])=[N:10][C:5]2=[N:4][CH:3]=1.CC1(C)COB([C:22]2[CH:27]=[CH:26][CH:25]=[C:24]([S:28][C:29]([F:32])([F:31])[F:30])[CH:23]=2)OC1.C([O-])([O-])=O.[Na+].[Na+]. Product: [F:12][C:11]([F:14])([F:13])[C:9]1[CH:8]=[N:7][N:6]2[C:2]([C:26]3[CH:27]=[CH:22][CH:23]=[C:24]([S:28][C:29]([F:30])([F:31])[F:32])[CH:25]=3)=[CH:3][N:4]=[C:5]2[N:10]=1. The catalyst class is: 276. (5) Reactant: [CH3:1][O:2][CH2:3][C@H:4]([CH3:31])[O:5][C:6]1[CH:7]=[C:8]([C:23]2[NH:27][C:26]([C:28]([OH:30])=O)=[CH:25][CH:24]=2)[CH:9]=[C:10]([O:12][C:13]2[CH:14]=[N:15][C:16]([S:19]([CH3:22])(=[O:21])=[O:20])=[CH:17][CH:18]=2)[CH:11]=1.[NH2:32][C@@H:33]([CH2:37][OH:38])[C@@H:34]([CH3:36])[OH:35].C1C=CC2N(O)N=NC=2C=1.O.CN1CCOCC1.CCN=C=NCCCN(C)C.Cl. Product: [OH:35][C@H:34]([CH3:36])[C@@H:33]([NH:32][C:28]([C:26]1[NH:27][C:23]([C:8]2[CH:9]=[C:10]([O:12][C:13]3[CH:14]=[N:15][C:16]([S:19]([CH3:22])(=[O:20])=[O:21])=[CH:17][CH:18]=3)[CH:11]=[C:6]([O:5][C@@H:4]([CH3:31])[CH2:3][O:2][CH3:1])[CH:7]=2)=[CH:24][CH:25]=1)=[O:30])[CH2:37][OH:38]. The catalyst class is: 391. (6) Reactant: Br[CH2:2][CH2:3][C:4]1[CH:9]=[CH:8][C:7]([N+:10]([O-:12])=[O:11])=[CH:6][C:5]=1[Cl:13].[Cl:14][C:15]1[CH:16]=[C:17]([CH:20]=[CH:21][CH:22]=1)[CH2:18][NH2:19].O. Product: [Cl:13][C:5]1[CH:6]=[C:7]([N+:10]([O-:12])=[O:11])[CH:8]=[CH:9][C:4]=1[CH2:3][CH2:2][NH:19][CH2:18][C:17]1[CH:20]=[CH:21][CH:22]=[C:15]([Cl:14])[CH:16]=1. The catalyst class is: 16.